This data is from Forward reaction prediction with 1.9M reactions from USPTO patents (1976-2016). The task is: Predict the product of the given reaction. (1) The product is: [CH3:22][S:23][C:24]1[CH:29]=[CH:28][CH:27]=[CH:26][C:25]=1[C:2]1[CH:21]=[CH:20][CH:19]=[C:4]([CH2:5][O:6][C:7]2[CH:12]=[CH:11][C:10]([CH2:13][CH2:14][C:15]([OH:17])=[O:16])=[CH:9][CH:8]=2)[CH:3]=1. Given the reactants Br[C:2]1[CH:3]=[C:4]([CH:19]=[CH:20][CH:21]=1)[CH2:5][O:6][C:7]1[CH:12]=[CH:11][C:10]([CH2:13][CH2:14][C:15]([O:17]C)=[O:16])=[CH:9][CH:8]=1.[CH3:22][S:23][C:24]1[CH:29]=[CH:28][CH:27]=[CH:26][C:25]=1B(O)O, predict the reaction product. (2) Given the reactants Br[C:2]([CH3:15])([CH3:14])[C:3]([C:5]1[CH:10]=[CH:9][C:8]([CH2:11][CH2:12][Br:13])=[CH:7][CH:6]=1)=[O:4].[OH-].[Na+].C([OH:20])C, predict the reaction product. The product is: [Br:13][CH2:12][CH2:11][C:8]1[CH:9]=[CH:10][C:5]([C:3](=[O:4])[C:2]([OH:20])([CH3:15])[CH3:14])=[CH:6][CH:7]=1. (3) Given the reactants F[P-](F)(F)(F)(F)F.N1(OC(N(C)C)=[N+](C)C)C2N=CC=CC=2N=N1.[F:25][C:26]1[CH:47]=[CH:46][C:29]([CH2:30][N:31]2[CH2:45][CH2:44][N:34]3[C:35]4[N:43]=[CH:42][CH:41]=[CH:40][C:36]=4[NH:37][CH2:38][CH2:39][CH:33]3[CH2:32]2)=[CH:28][CH:27]=1.[C:48]([O:52][C:53]([N:55]1[CH2:58][CH2:57][C@H:56]1[C:59](O)=[O:60])=[O:54])([CH3:51])([CH3:50])[CH3:49].C(N(C(C)C)CC)(C)C, predict the reaction product. The product is: [F:25][C:26]1[CH:47]=[CH:46][C:29]([CH2:30][N:31]2[CH2:45][CH2:44][N:34]3[C:35]4[N:43]=[CH:42][CH:41]=[CH:40][C:36]=4[N:37]([C:59]([C@@H:56]4[CH2:57][CH2:58][N:55]4[C:53]([O:52][C:48]([CH3:51])([CH3:50])[CH3:49])=[O:54])=[O:60])[CH2:38][CH2:39][CH:33]3[CH2:32]2)=[CH:28][CH:27]=1. (4) Given the reactants [NH2:1][C:2]1[C:3]2[N:14]([CH2:15][O:16][CH2:17][C:18]3[CH:23]=[CH:22][CH:21]=[CH:20][CH:19]=3)[CH:13]=[C:12]([C:24]#[C:25][CH2:26][N:27]3[CH2:32][CH2:31][N:30](C(OC(C)(C)C)=O)[CH2:29][CH2:28]3)[C:4]=2[N:5]=[C:6]([CH2:8][CH2:9][CH2:10][CH3:11])[N:7]=1.Cl, predict the reaction product. The product is: [CH2:17]([O:16][CH2:15][N:14]1[C:3]2[C:2]([NH2:1])=[N:7][C:6]([CH2:8][CH2:9][CH2:10][CH3:11])=[N:5][C:4]=2[C:12]([C:24]#[C:25][CH2:26][N:27]2[CH2:28][CH2:29][NH:30][CH2:31][CH2:32]2)=[CH:13]1)[C:18]1[CH:23]=[CH:22][CH:21]=[CH:20][CH:19]=1. (5) Given the reactants [F:1][C:2]([F:20])([F:19])[C:3](O)=[CH:4][C:5]([C:7]1[CH:17]=[CH:16][C:10]2[O:11][CH2:12][C:13](=[O:15])[NH:14][C:9]=2[CH:8]=1)=O.Cl.[CH:22]([C:25]1[CH:30]=[CH:29][C:28]([NH:31][NH2:32])=[CH:27][CH:26]=1)([CH3:24])[CH3:23], predict the reaction product. The product is: [CH:22]([C:25]1[CH:30]=[CH:29][C:28]([N:31]2[C:5]([C:7]3[CH:17]=[CH:16][C:10]4[O:11][CH2:12][C:13](=[O:15])[NH:14][C:9]=4[CH:8]=3)=[CH:4][C:3]([C:2]([F:20])([F:19])[F:1])=[N:32]2)=[CH:27][CH:26]=1)([CH3:24])[CH3:23]. (6) Given the reactants C(O[C:4](=[O:14])[CH:5]([S:7][CH2:8][CH2:9][C:10]([O:12][CH3:13])=[O:11])[CH3:6])C.C[O-].[Na+].Cl, predict the reaction product. The product is: [CH3:6][CH:5]1[S:7][CH2:8][CH:9]([C:10]([O:12][CH3:13])=[O:11])[C:4]1=[O:14].